From a dataset of Reaction yield outcomes from USPTO patents with 853,638 reactions. Predict the reaction yield, written as a fraction of the theoretical maximum amount of product (1.0 means a 100% yield; for example, 0.34 means a 34% yield). (1) The reactants are [F:1][C:2]1[CH:8]=[CH:7][C:5]([NH2:6])=[CH:4][CH:3]=1.[N:9]([O-])=O.[Na+].C([O-])(=O)C.[Na+].[C:18]([CH2:21][C:22](=[O:24])[CH3:23])(=[O:20])[CH3:19]. The catalyst is C(O)(=O)C.Cl.O.C(O)C. The product is [F:1][C:2]1[CH:8]=[CH:7][C:5]([NH:6][N:9]=[C:21]([C:22](=[O:24])[CH3:23])[C:18](=[O:20])[CH3:19])=[CH:4][CH:3]=1. The yield is 0.600. (2) The reactants are [CH3:1][C:2]1[C:16](=[O:17])[N:15]=[C:14]2[N:4]([C@@H:5]3[O:9][C@H:8]([CH2:10][OH:11])[C@@H:7]([OH:12])[C@@H:6]3[O:13]2)[CH:3]=1.[CH3:18][O:19][CH2:20][CH2:21][O:22]B([O:22][CH2:21][CH2:20][O:19][CH3:18])[O:22][CH2:21][CH2:20][O:19][CH3:18]. The catalyst is COCCO. The product is [CH3:18][O:19][CH2:20][CH2:21][O:22][C@@H:6]1[C@H:7]([OH:12])[C@@H:8]([CH2:10][OH:11])[O:9][C@H:5]1[N:4]1[CH:3]=[C:2]([CH3:1])[C:16](=[O:17])[NH:15][C:14]1=[O:13]. The yield is 0.630. (3) The yield is 0.870. The catalyst is O1CCCC1. The reactants are [OH:1][C:2]1[CH:3]=[C:4]([O:16][C:17]2[CH:22]=[CH:21][C:20]([S:23]([CH3:26])(=[O:25])=[O:24])=[CH:19][CH:18]=2)[CH:5]=[C:6]2[C:10]=1[NH:9][C:8]([C:11]([O:13][CH2:14][CH3:15])=[O:12])=[CH:7]2.[CH3:27][O:28][CH2:29][CH:30](O)[CH3:31].C(P(CCCC)CCCC)CCC.N(C(N1CCCCC1)=O)=NC(N1CCCCC1)=O. The product is [CH3:27][O:28][CH2:29][CH:30]([CH3:31])[O:1][C:2]1[CH:3]=[C:4]([O:16][C:17]2[CH:22]=[CH:21][C:20]([S:23]([CH3:26])(=[O:25])=[O:24])=[CH:19][CH:18]=2)[CH:5]=[C:6]2[C:10]=1[NH:9][C:8]([C:11]([O:13][CH2:14][CH3:15])=[O:12])=[CH:7]2. (4) The reactants are C([O:8][C:9]1[C:14](=[O:15])[C:13]2[C:16]([OH:31])=[C:17]([CH2:26][CH:27]=[C:28]([CH3:30])[CH3:29])[C:18]([OH:25])=[C:19]([CH2:20][CH:21]=[C:22]([CH3:24])[CH3:23])[C:12]=2[O:11][C:10]=1[C:32]1[CH:37]=[CH:36][C:35]([Cl:38])=[C:34]([F:39])[CH:33]=1)C1C=CC=CC=1. The catalyst is CO.[Pd]. The product is [F:39][C:34]1[CH:33]=[C:32]([C:10]2[O:11][C:12]3[C:19]([CH2:20][CH:21]=[C:22]([CH3:24])[CH3:23])=[C:18]([OH:25])[C:17]([CH2:26][CH:27]=[C:28]([CH3:30])[CH3:29])=[C:16]([OH:31])[C:13]=3[C:14](=[O:15])[C:9]=2[OH:8])[CH:37]=[CH:36][C:35]=1[Cl:38]. The yield is 0.0900.